This data is from Catalyst prediction with 721,799 reactions and 888 catalyst types from USPTO. The task is: Predict which catalyst facilitates the given reaction. (1) Product: [F:14][C:15]1[CH:23]=[CH:22][C:18]([C:1]2[N:8]3[CH:9]=[CH:10][CH:11]=[CH:12][C:7]3=[C:3]([C:4]([O:6][CH3:30])=[O:5])[N:2]=2)=[CH:17][CH:16]=1. The catalyst class is: 389. Reactant: [CH3:1][NH:2][CH:3]([C:7]1[CH:12]=[CH:11][CH:10]=[CH:9][N:8]=1)[C:4]([O-:6])=[O:5].Cl.[F:14][C:15]1[CH:23]=[CH:22][C:18](C(Cl)=O)=[CH:17][CH:16]=1.P(Cl)(Cl)(Cl)=O.Cl[CH2:30]Cl. (2) Reactant: Br[C:2]1[CH:11]=[C:10]2[C:5]([C:6]([C:12]3[C:13]([C:21]4[CH:26]=[CH:25][CH:24]=[C:23]([CH3:27])[N:22]=4)=[N:14][N:15]4[CH:20]=[CH:19][CH:18]=[CH:17][C:16]=34)=[CH:7][CH:8]=[N:9]2)=[CH:4][CH:3]=1.C1(C)C=CC=CC=1P(C1C=CC=CC=1C)C1C=CC=CC=1C.[C:50]([O:54][CH3:55])(=[O:53])[CH:51]=[CH2:52].C1(C)C=CC=CC=1. Product: [CH3:55][O:54][C:50](=[O:53])[CH:51]=[CH:52][C:2]1[CH:11]=[C:10]2[C:5]([C:6]([C:12]3[C:13]([C:21]4[CH:26]=[CH:25][CH:24]=[C:23]([CH3:27])[N:22]=4)=[N:14][N:15]4[CH:20]=[CH:19][CH:18]=[CH:17][C:16]=34)=[CH:7][CH:8]=[N:9]2)=[CH:4][CH:3]=1. The catalyst class is: 826. (3) Product: [F:33][CH:32]([F:34])[O:31][C:26]1[CH:27]=[CH:28][CH:29]=[CH:30][C:25]=1[CH2:24][O:1][C:2]1[CH:3]=[C:4]([C:12]2[C:13]3[CH:22]=[CH:21][O:20][C:14]=3[C:15](=[O:19])[N:16]([CH3:18])[CH:17]=2)[CH:5]=[C:6]([S:8]([CH3:11])(=[O:10])=[O:9])[CH:7]=1. Reactant: [OH:1][C:2]1[CH:3]=[C:4]([C:12]2[C:13]3[CH:22]=[CH:21][O:20][C:14]=3[C:15](=[O:19])[N:16]([CH3:18])[CH:17]=2)[CH:5]=[C:6]([S:8]([CH3:11])(=[O:10])=[O:9])[CH:7]=1.Br[CH2:24][C:25]1[CH:30]=[CH:29][CH:28]=[CH:27][C:26]=1[O:31][CH:32]([F:34])[F:33].C([O-])([O-])=O.[Cs+].[Cs+]. The catalyst class is: 3.